Predict the product of the given reaction. From a dataset of Forward reaction prediction with 1.9M reactions from USPTO patents (1976-2016). (1) The product is: [NH2:1][C:2]1[N:3]=[CH:4][C:5]([C:30]2[S:31][C:27]([CH2:26][N:20]3[CH2:21][CH2:22][O:23][CH2:24][CH2:25]3)=[CH:28][CH:29]=2)=[CH:6][C:7]=1[C:8]([NH:10][C:11]1[CH:16]=[CH:15][C:14]([O:17][CH3:18])=[CH:13][CH:12]=1)=[O:9]. Given the reactants [NH2:1][C:2]1[C:7]([C:8]([NH:10][C:11]2[CH:16]=[CH:15][C:14]([O:17][CH3:18])=[CH:13][CH:12]=2)=[O:9])=[CH:6][C:5](Br)=[CH:4][N:3]=1.[N:20]1([CH2:26][C:27]2[S:31][C:30](B3OC(C)(C)C(C)(C)O3)=[CH:29][CH:28]=2)[CH2:25][CH2:24][O:23][CH2:22][CH2:21]1, predict the reaction product. (2) Given the reactants I[C:2]1[C:10]2[C:5](=[N:6][CH:7]=[N:8][C:9]=2[NH2:11])[N:4]([C:12]([C:25]2[CH:30]=[CH:29][CH:28]=[CH:27][CH:26]=2)([C:19]2[CH:24]=[CH:23][CH:22]=[CH:21][CH:20]=2)[C:13]2[CH:18]=[CH:17][CH:16]=[CH:15][CH:14]=2)[N:3]=1.[C:31]1(B(O)O)[CH:36]=[CH:35][CH:34]=[CH:33][CH:32]=1.C(=O)([O-])[O-], predict the reaction product. The product is: [C:31]1([C:2]2[C:10]3[C:5](=[N:6][CH:7]=[N:8][C:9]=3[NH2:11])[N:4]([C:12]([C:25]3[CH:30]=[CH:29][CH:28]=[CH:27][CH:26]=3)([C:19]3[CH:24]=[CH:23][CH:22]=[CH:21][CH:20]=3)[C:13]3[CH:18]=[CH:17][CH:16]=[CH:15][CH:14]=3)[N:3]=2)[CH:36]=[CH:35][CH:34]=[CH:33][CH:32]=1. (3) Given the reactants [Br:1][C:2]1[CH:11]=[CH:10][CH:9]=[C:8]2[C:3]=1[C:4]([C:12]([OH:14])=O)=[CH:5][N:6]=[CH:7]2.CC[N:17](C(C)C)C(C)C.C1C=CC2N(O)N=NC=2C=1.CCN=C=NCCCN(C)C.Cl, predict the reaction product. The product is: [Br:1][C:2]1[CH:11]=[CH:10][CH:9]=[C:8]2[C:3]=1[C:4]([C:12]([NH2:17])=[O:14])=[CH:5][N:6]=[CH:7]2.